Dataset: CYP2C9 inhibition data for predicting drug metabolism from PubChem BioAssay. Task: Regression/Classification. Given a drug SMILES string, predict its absorption, distribution, metabolism, or excretion properties. Task type varies by dataset: regression for continuous measurements (e.g., permeability, clearance, half-life) or binary classification for categorical outcomes (e.g., BBB penetration, CYP inhibition). Dataset: cyp2c9_veith. (1) The compound is CCOC(=O)C1=C(C)NC(C)=C(C(=O)OC)[C@H]1c1cccc([N+](=O)[O-])c1. The result is 1 (inhibitor). (2) The drug is CCCC(=O)NC(Nc1cccc(C(F)(F)F)c1)C(Cl)(Cl)Cl. The result is 1 (inhibitor). (3) The molecule is CCCn1c(=O)c2c(ncn2C)n(CCC)c1=O. The result is 0 (non-inhibitor).